Dataset: Full USPTO retrosynthesis dataset with 1.9M reactions from patents (1976-2016). Task: Predict the reactants needed to synthesize the given product. The reactants are: C([Li])CCC.C(NC(C)C)(C)C.[S:13]1[CH:17]=[CH:16][C:15]2[C:18]([C:22]([OH:24])=[O:23])=[CH:19][CH:20]=[CH:21][C:14]1=2.[B:25](OC(C)C)([O:30]C(C)C)[O:26]C(C)C. Given the product [C:22]([C:18]1[C:15]2[CH:16]=[C:17]([B:25]([OH:30])[OH:26])[S:13][C:14]=2[CH:21]=[CH:20][CH:19]=1)([OH:24])=[O:23], predict the reactants needed to synthesize it.